Dataset: Forward reaction prediction with 1.9M reactions from USPTO patents (1976-2016). Task: Predict the product of the given reaction. (1) The product is: [CH:17]([C:14]1[CH:15]=[C:16]2[C:11](=[CH:12][C:13]=1[NH:19][C:20](=[O:22])[CH3:21])[N:10]([C:23]([C:24]1[CH:25]=[CH:26][CH:27]=[CH:28][CH:29]=1)([C:30]1[CH:31]=[CH:32][CH:33]=[CH:34][CH:35]=1)[C:36]1[CH:37]=[CH:38][CH:39]=[CH:40][CH:41]=1)[N:9]=[C:8]2[C:6]1[CH:5]=[CH:4][N:3]=[C:2]([CH3:1])[CH:7]=1)=[O:43]. Given the reactants [CH3:1][C:2]1[CH:7]=[C:6]([C:8]2[C:16]3[C:11](=[CH:12][C:13]([NH:19][C:20](=[O:22])[CH3:21])=[C:14]([CH:17]=C)[CH:15]=3)[N:10]([C:23]([C:36]3[CH:41]=[CH:40][CH:39]=[CH:38][CH:37]=3)([C:30]3[CH:35]=[CH:34][CH:33]=[CH:32][CH:31]=3)[C:24]3[CH:29]=[CH:28][CH:27]=[CH:26][CH:25]=3)[N:9]=2)[CH:5]=[CH:4][N:3]=1.I([O-])(=O)(=O)=[O:43].[Na+], predict the reaction product. (2) Given the reactants [CH3:1][CH:2]([CH3:18])[CH2:3][CH2:4][N:5]([CH2:12][C:13]1[S:14][CH:15]=[CH:16][N:17]=1)[CH:6]1[CH2:11][CH2:10][NH:9][CH2:8][CH2:7]1.[ClH:19], predict the reaction product. The product is: [ClH:19].[ClH:19].[CH3:1][CH:2]([CH3:18])[CH2:3][CH2:4][N:5]([CH2:12][C:13]1[S:14][CH:15]=[CH:16][N:17]=1)[CH:6]1[CH2:7][CH2:8][NH:9][CH2:10][CH2:11]1. (3) Given the reactants [C:1](OCC)(=[O:6])[CH2:2][C:3]([CH3:5])=[O:4].[CH3:10][C:11]1([CH3:20])[C:15]2([CH3:19])[CH:16]([OH:18])[CH2:17][CH:12]1[CH2:13][CH2:14]2.[H-].[Na+], predict the reaction product. The product is: [C:1]([O:18][CH:16]1[CH2:17][CH:12]2[C:11]([CH3:20])([CH3:10])[C:15]1([CH3:19])[CH2:14][CH2:13]2)(=[O:6])[CH2:2][C:3]([CH3:5])=[O:4].